This data is from Forward reaction prediction with 1.9M reactions from USPTO patents (1976-2016). The task is: Predict the product of the given reaction. (1) The product is: [CH:44]([S:41]([C:38]1[CH:39]=[CH:40][C:35]([C:19]2[N:20]=[C:21]([C:22]3[O:26][N:25]=[C:24]([C:27]4[CH:28]=[CH:29][C:30]([CH2:33][NH:47][CH:48]5[CH2:53][CH2:52][O:51][CH2:50][CH2:49]5)=[CH:31][CH:32]=4)[CH:23]=3)[C:16]([NH2:8])=[N:17][CH:18]=2)=[CH:36][CH:37]=1)(=[O:43])=[O:42])([CH3:45])[CH3:46]. Given the reactants C(OC([N:8]([C:16]1[C:21]([C:22]2[O:26][N:25]=[C:24]([C:27]3[CH:32]=[CH:31][C:30]([CH2:33]Cl)=[CH:29][CH:28]=3)[CH:23]=2)=[N:20][C:19]([C:35]2[CH:40]=[CH:39][C:38]([S:41]([CH:44]([CH3:46])[CH3:45])(=[O:43])=[O:42])=[CH:37][CH:36]=2)=[CH:18][N:17]=1)C(=O)OC(C)(C)C)=O)(C)(C)C.[NH2:47][CH:48]1[CH2:53][CH2:52][O:51][CH2:50][CH2:49]1.CCN(C(C)C)C(C)C.C(O)(C(F)(F)F)=O.C(=O)([O-])[O-].[K+].[K+], predict the reaction product. (2) The product is: [O:9]1[C:10]2[C:5](=[CH:4][CH:3]=[CH:2][CH:11]=2)[C:6](=[O:16])[CH2:7][CH2:8]1. Given the reactants O[C:2]1[C:11](C=O)=[C:10]2[C:5]([C:6](=[O:16])[C:7](C)=[C:8](C)[O:9]2)=[C:4](C)[C:3]=1C=O.C(=O)([O-])[O-].[Ca+2].[H][H].O, predict the reaction product. (3) Given the reactants [CH2:1]([O:8][CH2:9][CH2:10][O:11][CH2:12][C:13]1[CH:18]=[CH:17][C:16]([CH:19]2[CH:24]([O:25][CH2:26][C:27]3[CH:36]=[CH:35][C:34]4[C:29](=[CH:30][CH:31]=[CH:32][CH:33]=4)[CH:28]=3)[CH2:23][N:22]([C:37]([O:39][C:40]([CH3:43])([CH3:42])[CH3:41])=[O:38])[CH2:21][CH:20]2[CH2:44][OH:45])=[CH:15][CH:14]=1)[C:2]1[CH:7]=[CH:6][CH:5]=[CH:4][CH:3]=1.[CH3:46][O:47][CH2:48][CH2:49]Br, predict the reaction product. The product is: [CH2:1]([O:8][CH2:9][CH2:10][O:11][CH2:12][C:13]1[CH:14]=[CH:15][C:16]([CH:19]2[CH:24]([O:25][CH2:26][C:27]3[CH:36]=[CH:35][C:34]4[C:29](=[CH:30][CH:31]=[CH:32][CH:33]=4)[CH:28]=3)[CH2:23][N:22]([C:37]([O:39][C:40]([CH3:41])([CH3:42])[CH3:43])=[O:38])[CH2:21][CH:20]2[CH2:44][O:45][CH2:49][CH2:48][O:47][CH3:46])=[CH:17][CH:18]=1)[C:2]1[CH:3]=[CH:4][CH:5]=[CH:6][CH:7]=1. (4) Given the reactants [CH2:1]([N:3]1[C:12]2[C:7](=[CH:8][C:9]([O:24][CH2:25][C:26]3[CH:31]=[CH:30][C:29]([O:32][CH3:33])=[CH:28][CH:27]=3)=[C:10]([O:14][CH2:15][C:16]3[CH:21]=[CH:20][C:19]([O:22][CH3:23])=[CH:18][CH:17]=3)[C:11]=2[F:13])[C:6](=[O:34])[C:5]([C:35]([O:37]CC)=[O:36])=[CH:4]1)[CH3:2].[OH-].[K+], predict the reaction product. The product is: [CH2:1]([N:3]1[C:12]2[C:7](=[CH:8][C:9]([O:24][CH2:25][C:26]3[CH:27]=[CH:28][C:29]([O:32][CH3:33])=[CH:30][CH:31]=3)=[C:10]([O:14][CH2:15][C:16]3[CH:17]=[CH:18][C:19]([O:22][CH3:23])=[CH:20][CH:21]=3)[C:11]=2[F:13])[C:6](=[O:34])[C:5]([C:35]([OH:37])=[O:36])=[CH:4]1)[CH3:2]. (5) Given the reactants Br[C:2]1[S:6][C:5]([C:7]([O:9][CH3:10])=[O:8])=[CH:4][C:3]=1[C:11]1[CH:16]=[CH:15][CH:14]=[CH:13][CH:12]=1.[C:17](B1OC(C)(C)C(C)(C)O1)([CH3:19])=[CH2:18].C([O-])([O-])=O.[Na+].[Na+].C1C=CC(P(C2C=CC=CC=2)C2C=CC=CC=2)=CC=1.[NH4+].[Cl-], predict the reaction product. The product is: [C:17]([C:2]1[S:6][C:5]([C:7]([O:9][CH3:10])=[O:8])=[CH:4][C:3]=1[C:11]1[CH:16]=[CH:15][CH:14]=[CH:13][CH:12]=1)([CH3:19])=[CH2:18].